This data is from Reaction yield outcomes from USPTO patents with 853,638 reactions. The task is: Predict the reaction yield, written as a fraction of the theoretical maximum amount of product (1.0 means a 100% yield; for example, 0.34 means a 34% yield). The catalyst is CO.CCO.[Ni]. The reactants are [CH3:1][O:2][C:3](=[O:16])[C:4]1[CH:9]=[CH:8][C:7]([CH:10]([F:12])[CH3:11])=[CH:6][C:5]=1[N+:13]([O-])=O. The product is [CH3:1][O:2][C:3](=[O:16])[C:4]1[CH:9]=[CH:8][C:7]([CH:10]([F:12])[CH3:11])=[CH:6][C:5]=1[NH2:13]. The yield is 0.930.